From a dataset of Experimentally validated miRNA-target interactions with 360,000+ pairs, plus equal number of negative samples. Binary Classification. Given a miRNA mature sequence and a target amino acid sequence, predict their likelihood of interaction. (1) The miRNA is hsa-miR-4665-3p with sequence CUCGGCCGCGGCGCGUAGCCCCCGCC. The protein sequence of the target gene is MEMTEMTGVSLKRGALVVEDNDSGVPVEETKKQKLSECSLTKGQDGLQNDFLSISEDVPRPPDTVSTGKGGKNSEAQLEDEEEEEEDGLSEECEEEESESFADMMKHGLTEADVGITKFVSSHQGFSGILKERYSDFVVHEIGKDGRISHLNDLSIPVDEEDPSEDIFTVLTAEEKQRLEELQLFKNKETSVAIEVIEDTKEKRTIIHQAIKSLFPGLETKTEDREGKKYIVAYHAAGKKALANPRKHSWPKSRGSYCHFVLYKENKDTMDAINVLSKYLRVKPNIFSYMGTKDKRAITV.... Result: 0 (no interaction). (2) The miRNA is hsa-miR-18b-5p with sequence UAAGGUGCAUCUAGUGCAGUUAG. The protein sequence of the target gene is MAQGCPITGLEVALTDLQSSQNNVRHHTEEISVDRLVVRRGQAFSITLYFKNRGFQPGMDSIMFVAETGPLPDLAKGTRAVFSFTGSGGPSPWIASLEANRANSLEVSLCAPPIAAVGRYLLKIRIDSYQGFVTAYQLGEFILLFNPWCPADSVYLESEPQRQEYVVNDYGFIYQGSKSWIRPCPWNYGQFEENIIDICLELLEKSLNFQVDPSTDCALRGSPVYTSRVVCAMINSNDDNGVLNGNWSENYVDGINPAEWTGSVAILKQWHATGCQPVRYGQCWVFAAVMCTVMRCLGIP.... Result: 0 (no interaction).